This data is from Reaction yield outcomes from USPTO patents with 853,638 reactions. The task is: Predict the reaction yield, written as a fraction of the theoretical maximum amount of product (1.0 means a 100% yield; for example, 0.34 means a 34% yield). (1) The yield is 0.910. The product is [CH2:1]([O:8][C@@H:9]1[C@@H:16]([O:17][CH2:18][C:19]2[CH:20]=[CH:21][CH:22]=[CH:23][CH:24]=2)[C@H:15]([OH:25])[C@@H:14]([CH2:26][O:27][Si:48]([C:44]([CH3:47])([CH3:46])[CH3:45])([C:56]2[CH:57]=[CH:58][CH:59]=[CH:60][CH:61]=2)[C:50]2[CH:55]=[CH:54][CH:53]=[CH:52][CH:51]=2)[O:13][C@@H:10]1[O:11][CH3:12])[C:2]1[CH:7]=[CH:6][CH:5]=[CH:4][CH:3]=1. The reactants are [CH2:1]([O:8][C@@H:9]1[C@@H:16]([O:17][CH2:18][C:19]2[CH:24]=[CH:23][CH:22]=[CH:21][CH:20]=2)[C@H:15]([OH:25])[C@@H:14]([CH2:26][OH:27])[O:13][C@@H:10]1[O:11][CH3:12])[C:2]1[CH:7]=[CH:6][CH:5]=[CH:4][CH:3]=1.C(N(CC)CC)C.CN(C1C=CC=CN=1)C.[C:44]([Si:48]([C:56]1[CH:61]=[CH:60][CH:59]=[CH:58][CH:57]=1)([C:50]1[CH:55]=[CH:54][CH:53]=[CH:52][CH:51]=1)Cl)([CH3:47])([CH3:46])[CH3:45]. The catalyst is ClCCl. (2) The reactants are C(OC([N:11]1[CH2:16][CH2:15][N:14]([C:17]2[CH:40]=[CH:39][C:20]3[C:21]4[N:25]([CH2:26][CH2:27][O:28][C:19]=3[CH:18]=2)[CH:24]=[C:23]([C:29]2[N:30]([CH2:34][C:35]([F:38])([F:37])[F:36])[N:31]=[CH:32][N:33]=2)[N:22]=4)[C@H:13]([C:41](=[O:43])[NH2:42])[CH2:12]1)=O)C1C=CC=CC=1. The catalyst is [Pd]. The product is [F:37][C:35]([F:36])([F:38])[CH2:34][N:30]1[C:29]([C:23]2[N:22]=[C:21]3[C:20]4[CH:39]=[CH:40][C:17]([N:14]5[CH2:15][CH2:16][NH:11][CH2:12][C@H:13]5[C:41]([NH2:42])=[O:43])=[CH:18][C:19]=4[O:28][CH2:27][CH2:26][N:25]3[CH:24]=2)=[N:33][CH:32]=[N:31]1. The yield is 0.200.